Dataset: Full USPTO retrosynthesis dataset with 1.9M reactions from patents (1976-2016). Task: Predict the reactants needed to synthesize the given product. Given the product [OH:19][CH:15]1[CH2:16][CH2:29][CH:28]([NH:25][C:2]2[N:7]3[N:8]=[C:9]([NH:11][C:12](=[O:21])[C:13]4[CH:18]=[CH:17][CH:16]=[C:15]([O:19][CH3:20])[CH:14]=4)[N:10]=[C:6]3[CH:5]=[CH:4][CH:3]=2)[CH2:30][CH2:14]1, predict the reactants needed to synthesize it. The reactants are: Br[C:2]1[N:7]2[N:8]=[C:9]([NH:11][C:12](=[O:21])[C:13]3[CH:18]=[CH:17][CH:16]=[C:15]([O:19][CH3:20])[CH:14]=3)[N:10]=[C:6]2[CH:5]=[CH:4][CH:3]=1.C([N:25]([CH:28]([CH3:30])[CH3:29])CC)(C)C.